Dataset: Full USPTO retrosynthesis dataset with 1.9M reactions from patents (1976-2016). Task: Predict the reactants needed to synthesize the given product. Given the product [ClH:1].[NH:8]1[CH2:13][CH2:12][CH:11]([C:14]([O:16][CH2:17][CH2:18][CH2:19][CH:20]2[O:21][CH2:22][CH2:23][O:24]2)=[O:15])[CH2:10][CH2:9]1, predict the reactants needed to synthesize it. The reactants are: [ClH:1].O1CCOCC1.[N:8]1(C(OC(C)(C)C)=O)[CH2:13][CH2:12][CH:11]([C:14]([O:16][CH2:17][CH2:18][CH2:19][CH:20]2[O:24][CH2:23][CH2:22][O:21]2)=[O:15])[CH2:10][CH2:9]1.